From a dataset of Full USPTO retrosynthesis dataset with 1.9M reactions from patents (1976-2016). Predict the reactants needed to synthesize the given product. Given the product [CH2:27]([O:8][C:7](=[O:9])[C:6]1[CH:10]=[C:2]([Br:1])[CH:3]=[C:4]([N:12]([CH2:20][C:21]2[CH:26]=[CH:25][CH:24]=[CH:23][CH:22]=2)[CH2:13][C:14]2[CH:19]=[CH:18][CH:17]=[CH:16][CH:15]=2)[C:5]=1[F:11])[CH3:28], predict the reactants needed to synthesize it. The reactants are: [Br:1][C:2]1[CH:3]=[C:4]([N:12]([CH2:20][C:21]2[CH:26]=[CH:25][CH:24]=[CH:23][CH:22]=2)[CH2:13][C:14]2[CH:19]=[CH:18][CH:17]=[CH:16][CH:15]=2)[C:5]([F:11])=[C:6]([CH:10]=1)[C:7]([OH:9])=[O:8].[CH2:27](O)[CH3:28].